Task: Binary Classification. Given a miRNA mature sequence and a target amino acid sequence, predict their likelihood of interaction.. Dataset: Experimentally validated miRNA-target interactions with 360,000+ pairs, plus equal number of negative samples (1) The miRNA is hsa-miR-4769-5p with sequence GGUGGGAUGGAGAGAAGGUAUGAG. The protein sequence of the target gene is MKGSRKGESRAKESKPREPGTRRCAKCGRLDFILKKKMGIKSGFTFWNLVFLLTLSCVKGFIYTCGGTLKGLNGTIESPGFPYGYPNGANCTWVIIAEERNRIQIVFQSFALEEEYDYLSLYDGHPHPTNFRTRLTGFHLPPPVTSTKSVFSLRLTSDFAVSAHGFKVYYEELQSSSCGNPGVPPKGVLYGTRFDVGDKIRYSCVTGYILDGHPQLTCIANSVNTASWDFPVPICRAEDACGGTMRGSSGIISSPGFPNEYHNNADCTWTIVAEPGDTISLIFTDFQMEEKYDYLEIEGS.... Result: 0 (no interaction). (2) The miRNA is hsa-miR-4328 with sequence CCAGUUUUCCCAGGAUU. The protein sequence of the target gene is MGGSGSRLSKELLAEYQDLTFLTKQEILLAHRRFCELLPQEQRSVESSLRAQVPFEQILSLPELKANPFKERICRVFSTSPAKDSLSFEDFLDLLSVFSDTATPDIKSHYAFRIFDFDDDGTLNREDLSRLVNCLTGEGEDTRLSASEMKQLIDNILEESDIDRDGTINLSEFQHVISRSPDFASSFKIVL. Result: 0 (no interaction). (3) The miRNA is hsa-miR-125a-5p with sequence UCCCUGAGACCCUUUAACCUGUGA. The protein sequence of the target gene is MSETSFNLISEKCDILSILRDHPENRIYRRKIEELSKRFTAIRKTKGDGNCFYRALGYSYLESLLGKSREIFKFKERVLQTPNDLLAAGFEEHKFRNFFNAFYSVVELVEKDGSVSSLLKVFNDQSASDHIVQFLRLLTSAFIRNRADFFRHFIDEEMDIKDFCTHEVEPMATECDHIQITALSQALSIALQVEYVDEMDTALNHHVFPEAATPSVYLLYKTSHYNILYAADKH. Result: 1 (interaction). (4) The protein sequence of the target gene is MLSWRLQTGPEKAELQELNARLYDYVCRVRELERENLLLEEELRGRRGREGLWAEGQARCAEEARSLRQQLDELSWATALAEGERDALRRELRELQRLDAEERAARGRLDAELGAQQRELQEALGARAALEALLGRLQAERRGLDAAHERDVRELRARAASLTMHFRARATGPAAPPPRLREVHDSYALLVAESWRETVQLYEDEVRELEEALRRGQESRLQAEEETRLCAQEAEALRREALGLEQLRARLEDALLRMREEYGIQAEERQRAIDCLEDEKATLTLAMADWLRDYQDLLQV.... Result: 0 (no interaction). The miRNA is mmu-miR-106b-5p with sequence UAAAGUGCUGACAGUGCAGAU. (5) The miRNA is hsa-miR-518e-3p with sequence AAAGCGCUUCCCUUCAGAGUG. The protein sequence of the target gene is MISRHLQNNLMSVDPASSQAMELSDVTLIEGVGNEVMVVAGVVVLILALVLAWLSTYVADSGSNQLLGAIVSAGDTSVLHLGHVDHLVAGQGNPEPTELPHPSEGNDEKAEEAGEGRGDSTGEAGAGGGVEPSLEHLLDIQGLPKRQAGAGSSSPEAPLRSEDSTCLPPSPGLITVRLKFLNDTEELAVARPEDTVGALKSKYFPGQESQMKLIYQGRLLQDPARTLRSLNITDNCVIHCHRSPPGSAVPGPSASLAPSATEPPSLGVNVGSLMVPVFVVLLGVVWYFRINYRQFFTAPA.... Result: 0 (no interaction). (6) The miRNA is mmu-miR-6948-5p with sequence AGUUCAGACAGGACUGUGACAC. The protein sequence of the target gene is MADTDLFMECEEEELEPWQKISDVIEDSVVEDYNSVDKTTSVSVSQQPVSAPVPIAAHASVAGHLSTSTTVSNSGAQNSDSTKKTLVTLIANNNAGNTLVQQGGQPLILTQNPAPGLGTMVTQPVLRPVQVMQNANHVTSSPVASQPIFITTQGFPVRNVRPVQNAMNQVGIVLNVQQGQTVRPITLVPAPGTQFVKPTVGVPQVFSQMTPVRPGSTMPVRPTTNTFTTVIPATLTIRSTVPQSQSQQTKSTPSTSTTPTATQPTSLGQLAGQPPGQSNQTSNPKLAPSFPSPPAVSIAS.... Result: 0 (no interaction). (7) The miRNA is hsa-miR-4440 with sequence UGUCGUGGGGCUUGCUGGCUUG. The protein sequence of the target gene is MERSLKNVLVVSCGFLLLFTAYGGLQNLQSSLYSEQGLGVATLSTLYASVLLSSMFLPPILIKKCGCKWTIVGSMCCYVVFSLGNFHANWYTLIPTSILLGLGAAPLWSAQGTYLTTMGNLQAEKVGKLGKDVVNQYFGIFFLVFQSSGVWGNLISSLVFGKMSMQEAIPEEQLMSCGAKDCLMGPAATNSTHHPSQQLIYTLLGIYTGCGVLAILLVAVFLESLEDKLENEGERRPRPPPLWSTLLSTFMLFRDKRLCLLMFLPLYSGFQQEFLSGEYTKSYVTCALGIHFVGYVMICF.... Result: 0 (no interaction). (8) The miRNA is hsa-miR-4500 with sequence UGAGGUAGUAGUUUCUU. The protein sequence of the target gene is MATGQKLMRAVRVFEFGGPEVLKLRSDIAVPIPKDHQVLIKVHACGVNPVETYIRSGTYSRKPLLPYTPGSDVAGVIEAVGDNASAFKKGDRVFTSSTISGGYAEYALAADHTVYKLPEKLDFKQGAAIGIPYFTAYRALIHSACVKAGESVLVHGASGGVGLAACQIARAYGLKILGTAGTEEGQKIVLQNGAHEVFNHREVNYIDKIKKYVGEKGIDIIIEMLANVNLSKDLSLLSHGGRVIVVGSRGTIEINPRDTMAKESSIIGVTLFSSTKEEFQQYAAALQAGMEIGWLKPVIG.... Result: 0 (no interaction). (9) Result: 0 (no interaction). The miRNA is mmu-miR-671-3p with sequence UCCGGUUCUCAGGGCUCCACC. The protein sequence of the target gene is MWLRLGPPSLSLSPKPTVGRSLCLTLWFLSLALRASTQAPAPTVNTHFGKLRGARVPLPSEILGPVDQYLGVPYAAPPIGEKRFLPPEPPPSWSGIRNATHFPPVCPQNIHTAVPEVMLPVWFTANLDIVATYIQEPNEDCLYLNVYVPTEDVKRISKECARKPNKKICRKGGSGAKKQGEDLADNDGDEDEDIRDSGAKPVMVYIHGGSYMEGTGNMIDGSILASYGNVIVITLNYRVGVLGFLSTGDQAAKGNYGLLDQIQALRWVSENIAFFGGDPRRITVFGSGIGASCVSLLTLS.... (10) The miRNA is mmu-miR-708-5p with sequence AAGGAGCUUACAAUCUAGCUGGG. The protein sequence of the target gene is MLKMLSFKLLLLAVALGFFEGDAKFGERNEGSGARRRRCLNGNPPKRLKRRDRRVMSQLELLSGGEILCGGFYPRVSCCLQSDSPGLGRLENKIFSATNNSECSRLLEEIQCAPCSPHSQSLFYTPERDVLDGDLALPLLCKDYCKEFFYTCRGHIPGLLQTTADEFCFYYARKDAGLCFPDFPRKQVRGPASNYLGQMEDYEKVGGISRKHKHNCLCVQEVMSGLRQPVSAVHSGDGSHRLFILEKEGYVKILTPEGELFKEPYLDIHKLVQSGIKGGDERGLLSLAFHPNYKKNGKLY.... Result: 0 (no interaction).